This data is from Catalyst prediction with 721,799 reactions and 888 catalyst types from USPTO. The task is: Predict which catalyst facilitates the given reaction. Reactant: [CH2:1]([NH:8][C:9](=[O:43])[C:10]1[C:15]([OH:16])=[CH:14][CH:13]=[C:12]([C:17]2[C:18]([N:37]([CH3:42])[S:38]([CH3:41])(=[O:40])=[O:39])=[CH:19][C:20]3[O:24][C:23]([C:25]4[CH:30]=[CH:29][C:28]([F:31])=[CH:27][CH:26]=4)=[C:22]([C:32](=[O:35])[NH:33][CH3:34])[C:21]=3[CH:36]=2)[N:11]=1)[C:2]1[CH:7]=[CH:6][CH:5]=[CH:4][CH:3]=1.[C:44]([O-])([O-])=O.[Cs+].[Cs+].ClCI. Product: [CH2:1]([N:8]1[C:9](=[O:43])[C:10]2[N:11]=[C:12]([C:17]3[C:18]([N:37]([CH3:42])[S:38]([CH3:41])(=[O:40])=[O:39])=[CH:19][C:20]4[O:24][C:23]([C:25]5[CH:30]=[CH:29][C:28]([F:31])=[CH:27][CH:26]=5)=[C:22]([C:32]([NH:33][CH3:34])=[O:35])[C:21]=4[CH:36]=3)[CH:13]=[CH:14][C:15]=2[O:16][CH2:44]1)[C:2]1[CH:7]=[CH:6][CH:5]=[CH:4][CH:3]=1. The catalyst class is: 3.